Dataset: Catalyst prediction with 721,799 reactions and 888 catalyst types from USPTO. Task: Predict which catalyst facilitates the given reaction. Reactant: C([N-]C(C)C)(C)C.[Li+].[N:9]1[CH:14]=[CH:13][C:12]([CH3:15])=[CH:11][CH:10]=1.CN(OC)[C:18]([C:20]1[CH:24]=[CH:23][O:22][C:21]=1[CH3:25])=[O:19]. Product: [CH3:25][C:21]1[O:22][CH:23]=[CH:24][C:20]=1[C:18](=[O:19])[CH2:15][C:12]1[CH:13]=[CH:14][N:9]=[CH:10][CH:11]=1. The catalyst class is: 334.